From a dataset of Catalyst prediction with 721,799 reactions and 888 catalyst types from USPTO. Predict which catalyst facilitates the given reaction. (1) Reactant: [CH2:1]([S:3][C:4]1[C:9]([C:10]([NH:12][CH2:13][C:14]2[CH:19]=[CH:18][CH:17]=[C:16]([F:20])[CH:15]=2)=[O:11])=[C:8]([CH3:21])[CH:7]=[C:6]([NH:22][CH3:23])[N:5]=1)[CH3:2].CCN(C(C)C)C(C)C.Cl[CH2:34][C:35](=[O:37])[CH3:36].[OH-].[Na+]. Product: [CH2:1]([S:3][C:4]1[C:9]([C:10]([NH:12][CH2:13][C:14]2[CH:19]=[CH:18][CH:17]=[C:16]([F:20])[CH:15]=2)=[O:11])=[C:8]([CH3:21])[CH:7]=[C:6]([N:22]([CH3:23])[CH2:34][C:35](=[O:37])[CH3:36])[N:5]=1)[CH3:2]. The catalyst class is: 296. (2) Reactant: Cl.Cl[CH2:3][C:4]1[CH:9]=[CH:8][C:7]([C:10]2[O:14][N:13]=[C:12]([C:15]3[CH:16]=[CH:17][C:18]([N:21]4[CH2:26][CH2:25][N:24]([CH:27]([CH3:29])[CH3:28])[CH2:23][CH2:22]4)=[N:19][CH:20]=3)[N:11]=2)=[CH:6][CH:5]=1.[NH:30]1[CH2:35][CH2:34][CH2:33][CH2:32][CH2:31]1. Product: [CH:27]([N:24]1[CH2:23][CH2:22][N:21]([C:18]2[CH:17]=[CH:16][C:15]([C:12]3[N:11]=[C:10]([C:7]4[CH:6]=[CH:5][C:4]([CH2:3][N:30]5[CH2:35][CH2:34][CH2:33][CH2:32][CH2:31]5)=[CH:9][CH:8]=4)[O:14][N:13]=3)=[CH:20][N:19]=2)[CH2:26][CH2:25]1)([CH3:29])[CH3:28]. The catalyst class is: 8.